From a dataset of Reaction yield outcomes from USPTO patents with 853,638 reactions. Predict the reaction yield, written as a fraction of the theoretical maximum amount of product (1.0 means a 100% yield; for example, 0.34 means a 34% yield). (1) The reactants are C(OC([N:8]1[CH2:13][CH2:12][CH:11]([S:14][C:15]2[C:20]([CH3:21])=[C:19]([Cl:22])[N:18]=[CH:17][N:16]=2)[CH2:10][CH2:9]1)=O)(C)(C)C.Cl. The catalyst is O1CCOCC1. The product is [Cl:22][C:19]1[C:20]([CH3:21])=[C:15]([S:14][CH:11]2[CH2:12][CH2:13][NH:8][CH2:9][CH2:10]2)[N:16]=[CH:17][N:18]=1. The yield is 0.990. (2) The reactants are [NH2:1][C:2]1[C:3]([NH:12][CH2:13][CH2:14][CH2:15][O:16][CH3:17])=[C:4]([CH:9]=[CH:10][CH:11]=1)[C:5]([O:7][CH3:8])=[O:6].[C:18]([C:20]1[CH:21]=[C:22]([CH:28]=[CH:29][CH:30]=1)[C:23]([N:25]=[C:26]=S)=[O:24])#[N:19].C(Cl)CCl.C(N(CC)CC)C. The catalyst is C(Cl)Cl. The product is [C:18]([C:20]1[CH:21]=[C:22]([CH:28]=[CH:29][CH:30]=1)[C:23]([NH:25][C:26]1[N:12]([CH2:13][CH2:14][CH2:15][O:16][CH3:17])[C:3]2[C:4]([C:5]([O:7][CH3:8])=[O:6])=[CH:9][CH:10]=[CH:11][C:2]=2[N:1]=1)=[O:24])#[N:19]. The yield is 0.500.